Dataset: Human liver microsome stability data. Task: Regression/Classification. Given a drug SMILES string, predict its absorption, distribution, metabolism, or excretion properties. Task type varies by dataset: regression for continuous measurements (e.g., permeability, clearance, half-life) or binary classification for categorical outcomes (e.g., BBB penetration, CYP inhibition). Dataset: hlm. (1) The drug is Cc1nc2c(c(Nc3c[nH]nc3C(=O)Nc3ccc(N4CCNCC4)cc3)n1)CCC2. The result is 0 (unstable in human liver microsomes). (2) The molecule is Cc1ccnc(NC(=O)c2nn(C)c(-c3ccc(F)cc3)c2C)c1. The result is 0 (unstable in human liver microsomes). (3) The molecule is CNC(=O)c1ccc2c(=O)n([C@@H](CC3CCCCC3)C(=O)Nc3ncc(Cl)s3)cnc2c1. The result is 1 (stable in human liver microsomes). (4) The compound is COc1ccc2c(O[C@@H]3C[C@H]4C(=O)N[C@]5(C(=O)NS(=O)(=O)C6CC6)C[C@H]5C=CCCCCC[C@H](NC(=O)c5nc(C)cs5)C(=O)N4C3)cc(OC(C)C)nc2c1C. The result is 0 (unstable in human liver microsomes). (5) The compound is CCOC(=O)c1cnc2ccc(-c3cc(Cl)c(O)c(Cl)c3)nc2c1N[C@H]1CC[C@H](CC(N)=O)CC1. The result is 1 (stable in human liver microsomes).